From a dataset of Full USPTO retrosynthesis dataset with 1.9M reactions from patents (1976-2016). Predict the reactants needed to synthesize the given product. (1) The reactants are: [CH3:1][O:2][C:3]1[C:8]([O:9][CH3:10])=[C:7]([O:11][CH3:12])[CH:6]=[C:5]([CH3:13])[C:4]=1Br.BrCCBr.[Br:19][C:20]1[CH:21]=[CH:22][C:23]([O:29][CH3:30])=[C:24]([C:27]=1[CH3:28])[CH:25]=[O:26].O. Given the product [Br:19][C:20]1[CH:21]=[CH:22][C:23]([O:29][CH3:30])=[C:24]([C:27]=1[CH3:28])[CH:25]([OH:26])[C:4]1[C:5]([CH3:13])=[CH:6][C:7]([O:11][CH3:12])=[C:8]([O:9][CH3:10])[C:3]=1[O:2][CH3:1], predict the reactants needed to synthesize it. (2) Given the product [CH:1]1([C:4]2[CH:5]=[C:6]([OH:15])[N:7]=[C:8]([C:10]3[S:11][C:12]([S:16]([Cl:20])(=[O:18])=[O:17])=[CH:13][CH:14]=3)[N:9]=2)[CH2:3][CH2:2]1, predict the reactants needed to synthesize it. The reactants are: [CH:1]1([C:4]2[N:9]=[C:8]([C:10]3[S:11][CH:12]=[CH:13][CH:14]=3)[N:7]=[C:6]([OH:15])[CH:5]=2)[CH2:3][CH2:2]1.[S:16]([Cl:20])(=O)(=[O:18])[OH:17]. (3) Given the product [Br:13][C:8]1[C:9]([O:11][CH3:12])=[CH:10][C:5]([C:3]2[N:30]=[CH:28][O:29][C:2]=2[CH3:16])=[CH:6][C:7]=1[O:14][CH3:15], predict the reactants needed to synthesize it. The reactants are: Br[CH:2]([CH3:16])[C:3]([C:5]1[CH:10]=[C:9]([O:11][CH3:12])[C:8]([Br:13])=[C:7]([O:14][CH3:15])[CH:6]=1)=O.CCOC(C)=O.C([O-])(O)=O.[Na+].[CH:28]([NH2:30])=[O:29]. (4) Given the product [Cl:1][C:2]1[CH:3]=[C:4]([C:12]2[S:16][C:15]([C:17]3[C:18]([CH2:29][CH3:30])=[C:19]([CH:23]4[CH2:28][CH2:27][N:26]([CH2:44][CH2:43][C:42]([OH:46])=[O:45])[CH2:25][CH2:24]4)[CH:20]=[CH:21][CH:22]=3)=[N:14][N:13]=2)[CH:5]=[CH:6][C:7]=1[O:8][CH:9]([CH3:11])[CH3:10], predict the reactants needed to synthesize it. The reactants are: [Cl:1][C:2]1[CH:3]=[C:4]([C:12]2[S:16][C:15]([C:17]3[C:18]([CH2:29][CH3:30])=[C:19]([CH:23]4[CH2:28][CH2:27][NH:26][CH2:25][CH2:24]4)[CH:20]=[CH:21][CH:22]=3)=[N:14][N:13]=2)[CH:5]=[CH:6][C:7]=1[O:8][CH:9]([CH3:11])[CH3:10].C1CCN2C(=NCCC2)CC1.[C:42]([O:46]CC)(=[O:45])[CH:43]=[CH2:44].[OH-].[Na+].Cl. (5) Given the product [C:1]([O:5][C:6]([NH:8]/[C:9](=[N:10]\[C:11](=[O:12])[O:13][C:14]([CH3:17])([CH3:15])[CH3:16])/[NH:18][CH2:22][C:21]1[CH:20]=[CH:35][CH:36]=[C:31]([O:30][CH2:29][CH:23]2[CH2:28][CH2:27][CH2:26][CH2:25][CH2:24]2)[CH:32]=1)=[O:7])([CH3:2])([CH3:3])[CH3:4], predict the reactants needed to synthesize it. The reactants are: [C:1]([O:5][C:6]([NH:8][C:9]([N:18]1[CH:22]=[CH:21][CH:20]=N1)=[N:10][C:11]([O:13][C:14]([CH3:17])([CH3:16])[CH3:15])=[O:12])=[O:7])([CH3:4])([CH3:3])[CH3:2].[CH:23]1([CH2:29][O:30][C:31]2[CH:32]=C(CN)C=[CH:35][CH:36]=2)[CH2:28][CH2:27][CH2:26][CH2:25][CH2:24]1.